Dataset: Experimentally validated miRNA-target interactions with 360,000+ pairs, plus equal number of negative samples. Task: Binary Classification. Given a miRNA mature sequence and a target amino acid sequence, predict their likelihood of interaction. The miRNA is hsa-miR-770-5p with sequence UCCAGUACCACGUGUCAGGGCCA. The protein sequence of the target gene is MAFRRTEGMSMIQALAMTVAEIPVFLYTTFGQSAFSQLRLTPGLRKVLFATALGTVALALAAHQLKRRRRKKKQVGPEMGGEQLGTVPMPILMARKVPSVKKGCSSRRVQSPSSKSNDTLSGISSIEPSKHSGSSHSLASMVVVNSSSPTAACSGSWEARGMEESVPTTDGSAESLYVQGMELFEEALQKWEQALSVGQRGDGGSTPTPGDSLQNPDTASEALSEPESQRREFAEKLESLLHRAYHLQEEFGSTFPSDSMLLDLERTLMLPLTEGSLRLRADDEDSLTSEDSFFSATEIF.... Result: 0 (no interaction).